From a dataset of Peptide-MHC class I binding affinity with 185,985 pairs from IEDB/IMGT. Regression. Given a peptide amino acid sequence and an MHC pseudo amino acid sequence, predict their binding affinity value. This is MHC class I binding data. (1) The peptide sequence is GYVVSNFEGV. The MHC is HLA-A29:02 with pseudo-sequence HLA-A29:02. The binding affinity (normalized) is 0. (2) The peptide sequence is GEAFEWLNRTV. The MHC is Mamu-B01 with pseudo-sequence Mamu-B01. The binding affinity (normalized) is 0.0128. (3) The peptide sequence is SAYYLDIGF. The MHC is HLA-A02:12 with pseudo-sequence HLA-A02:12. The binding affinity (normalized) is 0.0847. (4) The peptide sequence is LFFPFGLFK. The MHC is HLA-B08:02 with pseudo-sequence HLA-B08:02. The binding affinity (normalized) is 0.0847. (5) The peptide sequence is VTFINDYANL. The MHC is HLA-A02:06 with pseudo-sequence HLA-A02:06. The binding affinity (normalized) is 0.538. (6) The peptide sequence is IQYRQQLEL. The MHC is HLA-A02:06 with pseudo-sequence HLA-A02:06. The binding affinity (normalized) is 0.656. (7) The peptide sequence is SSNPVMSRF. The MHC is HLA-A02:06 with pseudo-sequence HLA-A02:06. The binding affinity (normalized) is 0.270.